Dataset: Full USPTO retrosynthesis dataset with 1.9M reactions from patents (1976-2016). Task: Predict the reactants needed to synthesize the given product. (1) Given the product [NH2:5][C:6]1[N:11]=[CH:10][C:9](/[CH:12]=[CH:13]/[C:14]([N:30]([CH2:29][C:22]2[C:23]3[C:28](=[CH:27][CH:26]=[CH:25][CH:24]=3)[NH:20][CH:21]=2)[CH3:31])=[O:16])=[CH:8][CH:7]=1, predict the reactants needed to synthesize it. The reactants are: C(Cl)CCl.[NH2:5][C:6]1[N:11]=[CH:10][C:9](/[CH:12]=[CH:13]/[C:14]([OH:16])=O)=[CH:8][CH:7]=1.C([N:20]1[C:28]2[C:23](=[CH:24][CH:25]=[CH:26][CH:27]=2)[C:22]([CH2:29][NH:30][CH3:31])=[CH:21]1)(=O)C.C1C=CC2N(O)N=NC=2C=1.O.C(N(C(C)C)CC)(C)C. (2) Given the product [Br:9][C:4]1[C:5]([OH:8])=[N:6][CH:7]=[C:2]([Cl:1])[CH:3]=1, predict the reactants needed to synthesize it. The reactants are: [Cl:1][C:2]1[CH:3]=[CH:4][C:5]([OH:8])=[N:6][CH:7]=1.[Br:9]Br.O. (3) Given the product [Br:13][C:10]1[CH:11]=[CH:12][C:2]([NH:1][C:29]([N:23]2[CH2:28][CH2:27][O:26][CH2:25][CH2:24]2)=[O:30])=[C:3]([C:4](=[O:5])[N:6]([CH3:7])[CH3:8])[CH:9]=1, predict the reactants needed to synthesize it. The reactants are: [NH2:1][C:2]1[CH:12]=[CH:11][C:10]([Br:13])=[CH:9][C:3]=1[C:4]([N:6]([CH3:8])[CH3:7])=[O:5].C(N(C(C)C)CC)(C)C.[N:23]1([C:29](Cl)=[O:30])[CH2:28][CH2:27][O:26][CH2:25][CH2:24]1. (4) The reactants are: [C:1]([CH2:3][NH:4][C:5]([C:7]1[S:8][C:9]([CH:12]([S:17][C:18]2[CH:23]=[C:22]([CH3:24])[C:21]([C:25]3[CH:30]=[CH:29][C:28]([C:31]([CH3:34])([CH3:33])[CH3:32])=[CH:27][CH:26]=3)=[C:20]([CH3:35])[CH:19]=2)[C:13]([CH3:16])([CH3:15])[CH3:14])=[CH:10][CH:11]=1)=[O:6])#[N:2].Cl.C(N(CC)CC)C.[N-:44]=[N+:45]=[N-:46].[Na+].N#N. Given the product [N:2]1[NH:44][N:45]=[N:46][C:1]=1[CH2:3][NH:4][C:5]([C:7]1[S:8][C:9]([CH:12]([S:17][C:18]2[CH:23]=[C:22]([CH3:24])[C:21]([C:25]3[CH:30]=[CH:29][C:28]([C:31]([CH3:34])([CH3:33])[CH3:32])=[CH:27][CH:26]=3)=[C:20]([CH3:35])[CH:19]=2)[C:13]([CH3:14])([CH3:15])[CH3:16])=[CH:10][CH:11]=1)=[O:6], predict the reactants needed to synthesize it.